From a dataset of Experimentally validated miRNA-target interactions with 360,000+ pairs, plus equal number of negative samples. Binary Classification. Given a miRNA mature sequence and a target amino acid sequence, predict their likelihood of interaction. (1) The miRNA is mmu-miR-3962 with sequence AGGUAGUAGUUUGUACAUUU. The protein sequence of the target gene is MRRPRRPGGLGGSGGLRLLLCLLLLSSRPGGCSAVSAHGCLFDRRLCSHLEVCIQDGLFGQCQVGVGQARPLLQVTSPVLQRLQGVLRQLMSQGLSWHDDLTQYVISQEMERIPRLRPPEPRPRDRSGLAPKRPGPAGELLLQDIPTGSAPAAQHRLPQPPVGKGGAGASSSLSPLQAELLPPLLEHLLLPPQPPHPSLSYEPALLQPYLFHQFGSRDGSRVSEGSPGMVSVGPLPKAEAPALFSRTASKGIFGDHPGHSYGDLPGPSPAQLFQDSGLLYLAQELPAPSRARVPRLPEQG.... Result: 0 (no interaction). (2) The miRNA is mmu-miR-1198-5p with sequence UAUGUGUUCCUGGCUGGCUUGG. The protein sequence of the target gene is MPGIDKLPIEETLEDSPQTRSLLGVFEEDATAISNYMNQLYQAMHRIYDAQNELSAATHLTSKLLKEYEKQRFPLGGDDEVMSSTLQQFSKVIDELSSCHAVLSTQLADAMMFPISQFKERDLKEILTLKEVFQIASNDHDAAINRYSRLSKKRENDKVKYEVTEDVYTSRKKQHQTMMHYFCALNTLQYKKKIALLEPLLGYMQAQISFFKMGSENLNGQLEEFLANIGTSVQNVRREMDGDVETMQQTIEDLEVASDPLYLPDPDPTKFPINRNLTRKAGYLNARNKTGLVSSTWDRQ.... Result: 1 (interaction). (3) The miRNA is rno-miR-182 with sequence UUUGGCAAUGGUAGAACUCACACCG. The protein sequence of the target gene is MEAGGFLDSLIYGACVVFTLGMFSAGLSDLRHMRMTRSVDNVQFLPFLTTEVNNLGWLSYGALKGDGILIVVNTVGAALQTLYILAYLHYCPRKRVVLLQTATLLGVLLLGYGYFWLLVPNPEARLQQLGLFCSVFTISMYLSPLADLAKVIQTKSTQCLSYPLTIATLLTSASWCLYGFRLRDPYIMVSNFPGIVTSFIRFWLFWKYPQEQDRNYWLLQT. Result: 0 (no interaction). (4) The miRNA is hsa-miR-2053 with sequence GUGUUAAUUAAACCUCUAUUUAC. The protein sequence of the target gene is MLESLQPESHLLHDEPDPGESVYECNECKETFSLEQNFVEHKKTHSGEKSPECTGCGEESSQASSLTLHLRSRPRRESYKCGECGKAFSQRGNFLSHQKQHTEERPSESKKTPVPMTTTVRNQRNTGNKPYACKECGKAFNGKSYLKEHEKIHTGEKPFECSQCGRAFSQKQYLIKHQNIHSGKKPFKCNECGKAFSQKENLIIHQRIHTGEKPYECKGCGKAFIQKSSLIRHQRSHTGEKPYTCKECGKAFSGKSNLTEHEKIHIGEKPYKCNECGTIFRQKQYLIKHHNIHTGEKPYE.... Result: 0 (no interaction). (5) The miRNA is hsa-miR-1825 with sequence UCCAGUGCCCUCCUCUCC. The protein sequence of the target gene is MARNVVYPLYRLGGPQLRVFRTNFFIQLVRPGVAQPEDTVQFRIPMEMTRVDLRNYLEGIYNVPVAAVRTRVQHGSNKRRDHRNVRIKKPDYKVAYVQLAHGQTFTFPDLFPEKDESPEGSAADDLYSMLEEERQQRQSSDPRRGGVPSWFGL. Result: 0 (no interaction). (6) The miRNA is hsa-miR-6858-3p with sequence CAGCCAGCCCCUGCUCACCCCU. The protein sequence of the target gene is MADDLEQQSQGWLSSWLPTWRPTSMSQLKNVEARILQCLQNKFLARYVSLPNQNKIWTVTVSPEQNDRTPLVMVHGFGGGVGLWILNMDSLSARRTLHTFDLLGFGRSSRPAFPRDPEGAEDEFVTSIETWRETMGIPSMILLGHSLGGFLATSYSIKYPDRVKHLILVDPWGFPLRPTNPSEIRAPPAWVKAVASVLGRSNPLAVLRVAGPWGPGLVQRFRPDFKRKFADFFEDDTISEYIYHCNAQNPSGETAFKAMMESFGWARRPMLERIHLIRKDVPITMIYGSDTWIDTSTGKK.... Result: 0 (no interaction). (7) The miRNA is hsa-miR-6778-5p with sequence AGUGGGAGGACAGGAGGCAGGU. The protein sequence of the target gene is MFGFQRRGLGTPRLQLWLLLLEFWEVGSGQLHYSVSEEAKHGTFVGRIAQDLGLELAELVQRLFRVASKTHGDLLEVNLQNGILFVNSRIDREELCGQSAECSIHLEVIVDRPLQVFHVNVEVKDINDNPPVFSLREQKLLIAESKQSDSRFPLEGASDADIEENALLTYRLSKNEYFSLDSPTNGKQIKRLSLILKKSLDREKTPELNLLLTATDGGKPELTGTVRLLVQVLDVNDNDPEFDKSEYKVSLMENAAKETLVLKLNATDRDEGVNGEVTYSLMSIKPNGRHLFTLDQNNGE.... Result: 0 (no interaction).